From a dataset of Reaction yield outcomes from USPTO patents with 853,638 reactions. Predict the reaction yield, written as a fraction of the theoretical maximum amount of product (1.0 means a 100% yield; for example, 0.34 means a 34% yield). The reactants are Br[C:2]1[C:7]([O:8][CH3:9])=[CH:6][C:5]2[O:10][CH2:11][C:12]3[C:16]([C:17]([O:19][CH2:20][CH3:21])=[O:18])=[N:15][N:14]([C:22]4[S:23][CH:24]=[CH:25][N:26]=4)[C:13]=3[C:4]=2[CH:3]=1.[O-]P(OP(OP([O-])([O-])=O)([O-])=O)(=O)[O-].[K+].[K+].[K+].[K+].[K+]. The catalyst is C1COCC1.Cl[Pd](Cl)([P](C1C=CC=CC=1)(C1C=CC=CC=1)C1C=CC=CC=1)[P](C1C=CC=CC=1)(C1C=CC=CC=1)C1C=CC=CC=1. The product is [CH3:9][O:8][C:7]1[C:2]([CH:3]=[C:4]([CH3:13])[CH3:5])=[CH:3][C:4]2[C:13]3[N:14]([C:22]4[S:23][CH:24]=[CH:25][N:26]=4)[N:15]=[C:16]([C:17]([O:19][CH2:20][CH3:21])=[O:18])[C:12]=3[CH2:11][O:10][C:5]=2[CH:6]=1. The yield is 0.900.